Dataset: Forward reaction prediction with 1.9M reactions from USPTO patents (1976-2016). Task: Predict the product of the given reaction. (1) Given the reactants [Br:1][C:2]1[C:3]([CH3:9])=[C:4]([CH:6]=[CH:7][CH:8]=1)[NH2:5].[F:10][C:11]1[CH:19]=[CH:18][CH:17]=[CH:16][C:12]=1[C:13](O)=[O:14].C1C=NC2N(O)N=NC=2C=1.CCN(C(C)C)C(C)C.C(Cl)CCl, predict the reaction product. The product is: [Br:1][C:2]1[C:3]([CH3:9])=[C:4]([NH:5][C:13](=[O:14])[C:12]2[CH:16]=[CH:17][CH:18]=[CH:19][C:11]=2[F:10])[CH:6]=[CH:7][CH:8]=1. (2) Given the reactants [NH2:1][C:2]1[N:10]=[C:9]([CH2:11][O:12][CH3:13])[CH:8]=[CH:7][C:3]=1[C:4]([OH:6])=O.[F:14][C:15]1[CH:20]=[CH:19][CH:18]=[CH:17][C:16]=1[O:21][C:22]1[CH:23]=[C:24]([CH:27]=[CH:28][CH:29]=1)[CH2:25][NH2:26].C(N(CC)CC)C.CN([P+](ON1N=NC2C=CC=CC1=2)(N(C)C)N(C)C)C.F[P-](F)(F)(F)(F)F, predict the reaction product. The product is: [F:14][C:15]1[CH:20]=[CH:19][CH:18]=[CH:17][C:16]=1[O:21][C:22]1[CH:23]=[C:24]([CH2:25][NH:26][C:4](=[O:6])[C:3]2[CH:7]=[CH:8][C:9]([CH2:11][O:12][CH3:13])=[N:10][C:2]=2[NH2:1])[CH:27]=[CH:28][CH:29]=1.